From a dataset of Full USPTO retrosynthesis dataset with 1.9M reactions from patents (1976-2016). Predict the reactants needed to synthesize the given product. (1) Given the product [C:1]([O:5][C:6]([N:8]1[CH2:13][CH2:12][N:11]([C:14]2[CH:15]=[CH:16][C:17]3[N:18]([C:20]([C:24]4[CH:29]=[CH:28][CH:27]=[CH:26][CH:25]=4)=[CH:21][N:22]=3)[N:19]=2)[CH2:10][CH2:9]1)=[O:7])([CH3:4])([CH3:3])[CH3:2], predict the reactants needed to synthesize it. The reactants are: [C:1]([O:5][C:6]([N:8]1[CH2:13][CH2:12][N:11]([C:14]2[CH:15]=[CH:16][C:17]3[N:18]([C:20](I)=[CH:21][N:22]=3)[N:19]=2)[CH2:10][CH2:9]1)=[O:7])([CH3:4])([CH3:3])[CH3:2].[C:24]1(B(O)O)[CH:29]=[CH:28][CH:27]=[CH:26][CH:25]=1. (2) Given the product [F:22][C:21]([F:24])([F:23])[O:20][C:17]1[CH:18]=[CH:19][C:14]([C:3]2[CH:2]=[CH:1][NH:32][N:31]=2)=[CH:15][CH:16]=1, predict the reactants needed to synthesize it. The reactants are: [CH2:1](OC1CCCCO1)[C:2]#[CH:3].N#N.I[C:14]1[CH:19]=[CH:18][C:17]([O:20][C:21]([F:24])([F:23])[F:22])=[CH:16][CH:15]=1.S(O)(O)(=O)=O.C[NH:31][NH2:32].C([O-])(O)=O.[Na+]. (3) Given the product [Cl:1][C:2]1[C:9]([F:10])=[CH:8][CH:7]=[C:6]2[C:3]=1[C:4]([NH2:5])=[N:13][NH:14]2, predict the reactants needed to synthesize it. The reactants are: [Cl:1][C:2]1[C:9]([F:10])=[CH:8][CH:7]=[C:6](F)[C:3]=1[C:4]#[N:5].O.[NH2:13][NH2:14].